Dataset: Experimentally validated miRNA-target interactions with 360,000+ pairs, plus equal number of negative samples. Task: Binary Classification. Given a miRNA mature sequence and a target amino acid sequence, predict their likelihood of interaction. (1) The miRNA is hsa-miR-98-5p with sequence UGAGGUAGUAAGUUGUAUUGUU. The protein sequence of the target gene is MKAAYTAYRCLTKDLEGCAMNPELTMESLGTLHGPAGGGSGGGGGGGGGGGGGGPGHEQELLASPSPHHAGRGAAGSLRGPPPPPTAHQELGTAAAAAAAASRSAMVTSMASILDGGDYRPELSIPLHHAMSMSCDSSPPGMGMSNTYTTLTPLQPLPPISTVSDKFHHPHPHHHPHHHHHHHHQRLSGNVSGSFTLMRDERGLPAMNNLYSPYKEMPGMSQSLSPLAATPLGNGLGGLHNAQQSLPNYGPPGHDKMLSPNFDAHHTAMLTRGEQHLSRGLGTPPAAMMSHLNGLHHPGH.... Result: 1 (interaction). (2) The miRNA is hsa-miR-1324 with sequence CCAGACAGAAUUCUAUGCACUUUC. The protein sequence of the target gene is MYRVPEFYARRKRLGGQTPYLMDQLGLRLGMWYWKDETRTLEFRRFAAEDSVQWLLKHHPHFTPAAEVKEKGKKGKAVHFAETDGPASDRLTDKRLAAKDDKSAKAVEKRGQQGTITLDDVKFVTLLLLQDTEMQRICSFTTFMRNKNLDNFLMALLYYLSHYLEKNSLEKKPKSYMVGLVEKKEMELVLSELEAAQRYLAQKYCILVLGLAVPDKHHMCCGKEKISDTQKDWKFFESFYTFCTYVAWIVFRRQHLTEIEEEVGRLFRTNMFNIPRRRREDEESGGEKKRMTFVQFRRMM.... Result: 0 (no interaction). (3) The miRNA is mmu-miR-876-5p with sequence UGGAUUUCUCUGUGAAUCACUA. The protein sequence of the target gene is MVCGIQEAAENYRKLFQEILNTSREKLEAAKSILTDEQERMAMIQEEEQNFKKMIESEYSMRLRLLNEECEQNLQRQQECISDLNLRETLLNQAIKLATELEEMFQEMLQRLGRVGRENMEKLKESEARASEQVRSLLKLIVELEKKCGEGTLALLKNAKYSLERSKSLLLEHLEPAHITDLSLCHIRGLSSMFRVLQRHLTLDPETAHPCLALSEDLRTMRLRHGQQDGAGNPERLDFSAMVLAAESFTSGRHYWEVDVEKATRWQVGIYHGSADAKGSTARASGEKVLLTGSVMGTEW.... Result: 0 (no interaction). (4) The miRNA is hsa-miR-219b-3p with sequence AGAAUUGCGUUUGGACAAUCAGU. The protein sequence of the target gene is MRRLGPFHPRVHWAAPPSLSSGLHRLLFLRGTRIPSSTTLSPPRHDSLSLDGGTVNPPRVREPTGREAFGPSPASSDWLPARWRNGRGGRPRARLCSGWTAAEEARRNPTLGGLLGRQRLLLRMGGGRLGAPMERHGRASATSVSSAGEQAAGDPEGRRQEPLRRRASSASVPAVGASAEGTRRDRLGSYSGPTSVSRQRVESLRKKRPLFPWFGLDIGGTLVKLVYFEPKDITAEEEEEEVESLKSIRKYLTSNVAYGSTGIRDVHLELKDLTLCGRKGNLHFIRFPTHDMPAFIQMGR.... Result: 1 (interaction).